This data is from Catalyst prediction with 721,799 reactions and 888 catalyst types from USPTO. The task is: Predict which catalyst facilitates the given reaction. Reactant: C(OC([NH:8][C@@H:9]([C:12]1[CH:13]=[C:14]([C:18]2[CH:23]=[C:22]([C:24](=[O:36])[NH:25][C@@H:26]3[C:35]4[C:30](=[CH:31][CH:32]=[CH:33][CH:34]=4)[O:29][CH2:28][CH2:27]3)[CH:21]=[C:20]([CH2:37][O:38][C:39]3[CH:44]=[CH:43][CH:42]=[CH:41][C:40]=3[CH2:45][C:46]([OH:48])=[O:47])[CH:19]=2)[CH:15]=[CH:16][CH:17]=1)[CH2:10][OH:11])=O)(C)(C)C.Cl. Product: [NH2:8][C@@H:9]([C:12]1[CH:13]=[C:14]([C:18]2[CH:23]=[C:22]([C:24](=[O:36])[NH:25][C@@H:26]3[C:35]4[C:30](=[CH:31][CH:32]=[CH:33][CH:34]=4)[O:29][CH2:28][CH2:27]3)[CH:21]=[C:20]([CH2:37][O:38][C:39]3[CH:44]=[CH:43][CH:42]=[CH:41][C:40]=3[CH2:45][C:46]([OH:48])=[O:47])[CH:19]=2)[CH:15]=[CH:16][CH:17]=1)[CH2:10][OH:11]. The catalyst class is: 12.